Dataset: Catalyst prediction with 721,799 reactions and 888 catalyst types from USPTO. Task: Predict which catalyst facilitates the given reaction. (1) Reactant: [C:1]([Si:5]([O:8][C:9]1[CH:14]=[CH:13][C:12]([F:15])=[CH:11][CH:10]=1)([CH3:7])[CH3:6])([CH3:4])([CH3:3])[CH3:2].C([Li])(CC)C.CN([CH:24]=[O:25])C. Product: [C:1]([Si:5]([CH3:7])([CH3:6])[O:8][C:9]1[CH:14]=[CH:13][C:12]([F:15])=[C:11]([CH:10]=1)[CH:24]=[O:25])([CH3:4])([CH3:2])[CH3:3]. The catalyst class is: 1. (2) Reactant: [H-].[Na+].[NH2:3][C:4]1[N:8]([CH2:9][C:10]2[CH:15]=[CH:14][CH:13]=[CH:12][CH:11]=2)[N:7]=[CH:6][C:5]=1[C:16]([O:18][CH2:19][CH3:20])=[O:17].F[C:22]1[CH:27]=[CH:26][CH:25]=[CH:24][C:23]=1[N+:28]([O-:30])=[O:29].OS([O-])(=O)=O.[K+]. Product: [CH2:9]([N:8]1[C:4]([NH:3][C:22]2[CH:27]=[CH:26][CH:25]=[CH:24][C:23]=2[N+:28]([O-:30])=[O:29])=[C:5]([C:16]([O:18][CH2:19][CH3:20])=[O:17])[CH:6]=[N:7]1)[C:10]1[CH:15]=[CH:14][CH:13]=[CH:12][CH:11]=1. The catalyst class is: 1. (3) Reactant: [CH3:1][O:2][C:3](=[O:21])[C@H:4]([CH2:13][C:14]1[CH:19]=[CH:18][C:17](O)=[CH:16][CH:15]=1)[NH:5][C:6]([O:8][C:9]([CH3:12])([CH3:11])[CH3:10])=[O:7].C(N(CC)CC)C.C1C=CC(N([S:36]([C:39]([F:42])([F:41])[F:40])(=[O:38])=[O:37])[S:36]([C:39]([F:42])([F:41])[F:40])(=[O:38])=[O:37])=CC=1. Product: [CH3:1][O:2][C:3](=[O:21])[C@H:4]([CH2:13][C:14]1[CH:19]=[CH:18][C:17]([S:36]([C:39]([F:42])([F:41])[F:40])(=[O:38])=[O:37])=[CH:16][CH:15]=1)[NH:5][C:6]([O:8][C:9]([CH3:12])([CH3:11])[CH3:10])=[O:7]. The catalyst class is: 64. (4) Reactant: Cl.[F:2][C:3]([F:20])([F:19])[C:4]1[CH:5]=[C:6]([CH:16]=[CH:17][CH:18]=1)[CH2:7][O:8][N:9]=[C:10]1[CH2:15][CH2:14][NH:13][CH2:12][CH2:11]1.C(N(CC)CC)C.[CH2:28]([C:32]1[CH:37]=[CH:36][C:35]([S:38](Cl)(=[O:40])=[O:39])=[CH:34][CH:33]=1)[CH2:29][CH2:30][CH3:31].C([O-])(O)=O.[Na+]. Product: [F:20][C:3]([F:2])([F:19])[C:4]1[CH:5]=[C:6]([CH:16]=[CH:17][CH:18]=1)[CH2:7][O:8][N:9]=[C:10]1[CH2:15][CH2:14][N:13]([S:38]([C:35]2[CH:36]=[CH:37][C:32]([CH2:28][CH2:29][CH2:30][CH3:31])=[CH:33][CH:34]=2)(=[O:40])=[O:39])[CH2:12][CH2:11]1. The catalyst class is: 4. (5) Reactant: [F:1][C:2]([F:31])([F:30])[C:3]1[CH:25]=[C:24]([C:26]([F:29])([F:28])[F:27])[CH:23]=[CH:22][C:4]=1[CH2:5][O:6][C:7]1[CH:12]=[CH:11][C:10](/[CH:13]=[C:14]2/[C:15](=O)[NH:16][C:17](=[O:19])[S:18]/2)=[C:9]([CH3:21])[CH:8]=1.COC1C=CC(P2(SP(C3C=CC(OC)=CC=3)(=S)S2)=[S:41])=CC=1. Product: [F:1][C:2]([F:30])([F:31])[C:3]1[CH:25]=[C:24]([C:26]([F:28])([F:29])[F:27])[CH:23]=[CH:22][C:4]=1[CH2:5][O:6][C:7]1[CH:12]=[CH:11][C:10](/[CH:13]=[C:14]2/[C:15](=[S:41])[NH:16][C:17](=[O:19])[S:18]/2)=[C:9]([CH3:21])[CH:8]=1. The catalyst class is: 359.